This data is from Peptide-MHC class I binding affinity with 185,985 pairs from IEDB/IMGT. The task is: Regression. Given a peptide amino acid sequence and an MHC pseudo amino acid sequence, predict their binding affinity value. This is MHC class I binding data. (1) The peptide sequence is LLKDLMPFV. The MHC is HLA-A31:01 with pseudo-sequence HLA-A31:01. The binding affinity (normalized) is 0.281. (2) The peptide sequence is REVLNVRYM. The MHC is HLA-B15:17 with pseudo-sequence HLA-B15:17. The binding affinity (normalized) is 0.423. (3) The peptide sequence is FESTGNLI. The MHC is Mamu-A11 with pseudo-sequence Mamu-A11. The binding affinity (normalized) is 0.908. (4) The peptide sequence is CISQHQHLAI. The MHC is HLA-A02:01 with pseudo-sequence HLA-A02:01. The binding affinity (normalized) is 0.140. (5) The binding affinity (normalized) is 0.0345. The MHC is H-2-Ld with pseudo-sequence H-2-Ld. The peptide sequence is GYKDGNEYI. (6) The peptide sequence is MSSAAHLLY. The MHC is HLA-A03:01 with pseudo-sequence HLA-A03:01. The binding affinity (normalized) is 0.530. (7) The peptide sequence is QYLFSLTYV. The MHC is HLA-A25:01 with pseudo-sequence HLA-A25:01. The binding affinity (normalized) is 0.0847. (8) The peptide sequence is YLPTQQDVL. The MHC is HLA-C06:02 with pseudo-sequence HLA-C06:02. The binding affinity (normalized) is 0.0360. (9) The peptide sequence is QMMNVNLQK. The MHC is HLA-A33:01 with pseudo-sequence HLA-A33:01. The binding affinity (normalized) is 0.186. (10) The peptide sequence is FLYPSWSLY. The MHC is HLA-A02:16 with pseudo-sequence HLA-A02:16. The binding affinity (normalized) is 0.573.